From a dataset of Peptide-MHC class I binding affinity with 185,985 pairs from IEDB/IMGT. Regression. Given a peptide amino acid sequence and an MHC pseudo amino acid sequence, predict their binding affinity value. This is MHC class I binding data. (1) The peptide sequence is KQIPIWLPL. The MHC is HLA-B51:01 with pseudo-sequence HLA-B51:01. The binding affinity (normalized) is 0.0847. (2) The peptide sequence is GGHGGSTFK. The MHC is HLA-B51:01 with pseudo-sequence HLA-B51:01. The binding affinity (normalized) is 0.0847. (3) The peptide sequence is LSPRTLNAW. The MHC is Mamu-A02 with pseudo-sequence Mamu-A02. The binding affinity (normalized) is 0.0747. (4) The peptide sequence is ILAILAIATLMSV. The MHC is H-2-Kb with pseudo-sequence H-2-Kb. The binding affinity (normalized) is 0.153.